Dataset: Forward reaction prediction with 1.9M reactions from USPTO patents (1976-2016). Task: Predict the product of the given reaction. (1) Given the reactants C([O-])(=O)C.[K+].Br[C:7]1[CH:12]=[CH:11][C:10]([OH:13])=[C:9]([CH3:14])[CH:8]=1.[CH3:15][C:16]1([CH3:32])[C:20]([CH3:22])([CH3:21])[O:19][B:18]([B:18]2[O:19][C:20]([CH3:22])([CH3:21])[C:16]([CH3:32])([CH3:15])[O:17]2)[O:17]1, predict the reaction product. The product is: [CH3:14][C:9]1[CH:8]=[C:7]([B:18]2[O:19][C:20]([CH3:22])([CH3:21])[C:16]([CH3:32])([CH3:15])[O:17]2)[CH:12]=[CH:11][C:10]=1[OH:13]. (2) Given the reactants [NH2:1][C:2]1[CH:10]=[CH:9][CH:8]=[CH:7][C:3]=1[C:4]([OH:6])=O.N1C=CC=CC=1.[C:17](Cl)(=O)[CH:18]([CH3:20])[CH3:19].O.[NH2:24][NH2:25], predict the reaction product. The product is: [NH2:24][N:25]1[C:4](=[O:6])[C:3]2[C:2](=[CH:10][CH:9]=[CH:8][CH:7]=2)[N:1]=[C:17]1[CH:18]([CH3:20])[CH3:19]. (3) Given the reactants [CH2:1]([NH2:4])[CH:2]=[CH2:3].[C:5]1(C)[CH:10]=[CH:9][CH:8]=[CH:7][CH:6]=1.Cl.[OH-].[K+].C(#[N:17])C, predict the reaction product. The product is: [CH2:1]([NH:4][C@@H:6]1[CH2:7][CH2:8][CH2:9][CH2:10][C@H:5]1[NH2:17])[CH:2]=[CH2:3]. (4) Given the reactants [H-].[Na+].C(OP([CH2:11][C:12]1[CH:13]=[C:14]([CH:26]=[CH:27][CH:28]=1)[O:15][C:16]1[CH:21]=[CH:20][C:19]([C:22]([F:25])([F:24])[F:23])=[CH:18][N:17]=1)(OCC)=O)C.FC(F)(F)C1C=CC(OC2C=C(C=C3CCC(C(O)=O)CC3)C=CC=2)=NC=1.[O:56]1[C:60]2([CH2:65][CH2:64][C:63](=O)[CH2:62][CH2:61]2)[O:59][CH2:58][CH2:57]1, predict the reaction product. The product is: [O:56]1[C:60]2([CH2:65][CH2:64][C:63](=[CH:11][C:12]3[CH:13]=[C:14]([CH:26]=[CH:27][CH:28]=3)[O:15][C:16]3[CH:21]=[CH:20][C:19]([C:22]([F:23])([F:24])[F:25])=[CH:18][N:17]=3)[CH2:62][CH2:61]2)[O:59][CH2:58][CH2:57]1.